Dataset: Forward reaction prediction with 1.9M reactions from USPTO patents (1976-2016). Task: Predict the product of the given reaction. Given the reactants Br[C:2]1[CH:7]=[C:6]([C:8]([F:11])([F:10])[F:9])[C:5]([NH:12][C:13](=O)[CH3:14])=[C:4]([N+:16]([O-])=O)[CH:3]=1.C([O-])=O.[NH4+], predict the reaction product. The product is: [CH3:14][C:13]1[NH:12][C:5]2[C:6]([C:8]([F:11])([F:10])[F:9])=[CH:7][CH:2]=[CH:3][C:4]=2[N:16]=1.